From a dataset of Full USPTO retrosynthesis dataset with 1.9M reactions from patents (1976-2016). Predict the reactants needed to synthesize the given product. (1) The reactants are: O[C:2]([CH:12]1[CH2:17][CH2:16][N:15]([C:18]([O:20][C:21]([CH3:24])([CH3:23])[CH3:22])=[O:19])[CH2:14][CH2:13]1)([CH3:11])[C:3]#[C:4][C:5]1[CH:10]=[CH:9][CH:8]=[CH:7][CH:6]=1.CC[N+](S(N=C(OC)[O-])(=O)=O)(CC)CC. Given the product [CH2:11]=[C:2]([CH:12]1[CH2:13][CH2:14][N:15]([C:18]([O:20][C:21]([CH3:24])([CH3:23])[CH3:22])=[O:19])[CH2:16][CH2:17]1)[C:3]#[C:4][C:5]1[CH:10]=[CH:9][CH:8]=[CH:7][CH:6]=1, predict the reactants needed to synthesize it. (2) Given the product [CH:15]1([O:14][C:4]2[CH:3]=[C:2]([B:24]([OH:25])[OH:23])[CH:7]=[CH:6][C:5]=2[CH2:8][C:9]([O:11][CH2:12][CH3:13])=[O:10])[CH2:20][CH2:19][CH2:18][CH2:17][CH2:16]1, predict the reactants needed to synthesize it. The reactants are: Br[C:2]1[CH:7]=[CH:6][C:5]([CH2:8][C:9]([O:11][CH2:12][CH3:13])=[O:10])=[C:4]([O:14][CH:15]2[CH2:20][CH2:19][CH2:18][CH2:17][CH2:16]2)[CH:3]=1.CC1(C)C(C)(C)[O:25][B:24](B2OC(C)(C)C(C)(C)O2)[O:23]1.C([O-])(=O)C.[K+].Cl. (3) Given the product [C:9]([O:8][C:6]([C:5]1[CH:13]=[CH:14][C:2]([O:1][CH2:15]/[CH:16]=[CH:17]/[CH3:18])=[CH:3][CH:4]=1)=[O:7])([CH3:10])([CH3:11])[CH3:12], predict the reactants needed to synthesize it. The reactants are: [OH:1][C:2]1[CH:14]=[CH:13][C:5]([C:6]([O:8][C:9]([CH3:12])([CH3:11])[CH3:10])=[O:7])=[CH:4][CH:3]=1.[CH2:15](O)[CH:16]=[CH:17][CH3:18].C1(P(C2C=CC=CC=2)C2C=CC=CC=2)C=CC=CC=1.N(C(OC(C)C)=O)=NC(OC(C)C)=O. (4) Given the product [F:25][C:22]1[CH:23]=[CH:24][C:19]([CH:18]2[N:13]([C:11]([NH:10][CH2:9][CH2:8][CH2:7][C:6]([OH:33])=[O:5])=[O:12])[C:14](=[O:31])[NH:15][C:16]([CH3:30])=[C:17]2[C:26]([O:28][CH3:29])=[O:27])=[CH:20][CH:21]=1, predict the reactants needed to synthesize it. The reactants are: C([O:5][C:6](=[O:33])[CH2:7][CH2:8][CH2:9][NH:10][C:11]([N:13]1[CH:18]([C:19]2[CH:24]=[CH:23][C:22]([F:25])=[CH:21][CH:20]=2)[C:17]([C:26]([O:28][CH3:29])=[O:27])=[C:16]([CH3:30])[N:15]=[C:14]1[O:31]C)=[O:12])(C)(C)C.FC(F)(F)C(O)=O. (5) Given the product [Cl:1][C:2]1[CH:19]=[CH:18][C:5]2[N:6]([CH:11]3[CH2:16][CH2:15][NH:14][C:13](=[O:17])[CH2:12]3)[C:7]([CH2:9][N:37]3[C:38]4=[CH:39][N:40]=[CH:41][CH:42]=[C:43]4[C:35]([S:32]([CH3:31])(=[O:33])=[O:34])=[N:36]3)=[N:8][C:4]=2[CH:3]=1, predict the reactants needed to synthesize it. The reactants are: [Cl:1][C:2]1[CH:19]=[CH:18][C:5]2[N:6]([CH:11]3[CH2:16][CH2:15][NH:14][C:13](=[O:17])[CH2:12]3)[C:7]([CH2:9]Cl)=[N:8][C:4]=2[CH:3]=1.CSC1C2C(=CN=CC=2)NN=1.[CH3:31][S:32]([C:35]1[C:43]2[C:38](=[CH:39][N:40]=[CH:41][CH:42]=2)[NH:37][N:36]=1)(=[O:34])=[O:33]. (6) Given the product [C:44]([O:43][C:42]([NH:41][CH:40]1[CH2:39][C:38]2[C:33](=[CH:34][C:35]([C:2]3[CH:3]=[CH:4][N:5]4[C:10]([C:11]=3[CH3:12])=[C:9]([CH:13]3[CH2:15][CH2:14]3)[CH:8]=[C:7]([C:16]([O:18][CH3:19])=[O:17])[C:6]4=[O:20])=[CH:36][CH:37]=2)[NH:32][C:31]1=[O:30])=[O:48])([CH3:47])([CH3:45])[CH3:46], predict the reactants needed to synthesize it. The reactants are: Cl[C:2]1[CH:3]=[CH:4][N:5]2[C:10]([C:11]=1[CH3:12])=[C:9]([CH:13]1[CH2:15][CH2:14]1)[CH:8]=[C:7]([C:16]([O:18][CH3:19])=[O:17])[C:6]2=[O:20].C(O)C.C(=O)([O-])[O-].[Na+].[Na+].[O:30]=[C:31]1[CH:40]([NH:41][C:42](=[O:48])[O:43][C:44]([CH3:47])([CH3:46])[CH3:45])[CH2:39][C:38]2[C:33](=[CH:34][C:35](B3OC(C)(C)C(C)(C)O3)=[CH:36][CH:37]=2)[NH:32]1. (7) Given the product [OH:1][C@@H:2]([C@H:4]1[C:25](=[O:26])[N:6]2[C:7]([C:12]([O:14][CH2:15][C:16]3[CH:17]=[CH:18][C:19]([N+:22]([O-:24])=[O:23])=[CH:20][CH:21]=3)=[O:13])=[C:8]([C:37]3[S:36][C:35]4=[C:31]([S:30][CH:27]([CH3:29])[CH3:28])[N:32]=[CH:33][N:34]4[CH:38]=3)[C@H:9]([CH3:10])[C@H:5]12)[CH3:3], predict the reactants needed to synthesize it. The reactants are: [OH:1][C@@H:2]([C@H:4]1[C:25](=[O:26])[N:6]2[C@@H:7]([C:12]([O:14][CH2:15][C:16]3[CH:21]=[CH:20][C:19]([N+:22]([O-:24])=[O:23])=[CH:18][CH:17]=3)=[O:13])[C:8](=O)[C@H:9]([CH3:10])[C@H:5]12)[CH3:3].[CH:27]([S:30][C:31]1[N:32]=[CH:33][N:34]2[CH:38]=[C:37]([Sn](CCCC)(CCCC)CCCC)[S:36][C:35]=12)([CH3:29])[CH3:28].